Dataset: Reaction yield outcomes from USPTO patents with 853,638 reactions. Task: Predict the reaction yield, written as a fraction of the theoretical maximum amount of product (1.0 means a 100% yield; for example, 0.34 means a 34% yield). (1) The reactants are [OH:1][C:2]1[C:11]2[C:6](=[CH:7][CH:8]=[CH:9][CH:10]=2)[N:5]=[CH:4][C:3]=1[C:12]([OH:14])=O.CN(C(ON1N=NC2C=CC=NC1=2)=[N+](C)C)C.F[P-](F)(F)(F)(F)F.CCN(C(C)C)C(C)C.[NH2:48][C:49]1[CH:54]=[CH:53][CH:52]=[CH:51][CH:50]=1. The catalyst is CN(C=O)C. The product is [O:1]=[C:2]1[C:11]2[C:6](=[CH:7][CH:8]=[CH:9][CH:10]=2)[NH:5][CH:4]=[C:3]1[C:12]([NH:48][C:49]1[CH:54]=[CH:53][CH:52]=[CH:51][CH:50]=1)=[O:14]. The yield is 0.450. (2) The reactants are Cl[C:2]1[N:7]=[C:6]([C:8]2[S:12][C:11]([CH2:13][CH3:14])=[N:10][C:9]=2[C:15]2[CH:23]=[C:22]3[C:18]([CH:19]=[CH:20][N:21]3[S:24]([C:27]3[CH:32]=[CH:31][CH:30]=[CH:29][CH:28]=3)(=[O:26])=[O:25])=[CH:17][CH:16]=2)[CH:5]=[CH:4][N:3]=1.[F:33][C:34]1[CH:35]=[C:36]([NH2:53])[CH:37]=[CH:38][C:39]=1[O:40][CH:41]1[CH2:46][CH2:45][N:44]([CH2:47][CH2:48][S:49]([CH3:52])(=[O:51])=[O:50])[CH2:43][CH2:42]1. The catalyst is CC(O)C.Cl. The product is [CH2:13]([C:11]1[S:12][C:8]([C:6]2[CH:5]=[CH:4][N:3]=[C:2]([NH:53][C:36]3[CH:37]=[CH:38][C:39]([O:40][CH:41]4[CH2:46][CH2:45][N:44]([CH2:47][CH2:48][S:49]([CH3:52])(=[O:50])=[O:51])[CH2:43][CH2:42]4)=[C:34]([F:33])[CH:35]=3)[N:7]=2)=[C:9]([C:15]2[CH:23]=[C:22]3[C:18]([CH:19]=[CH:20][N:21]3[S:24]([C:27]3[CH:32]=[CH:31][CH:30]=[CH:29][CH:28]=3)(=[O:26])=[O:25])=[CH:17][CH:16]=2)[N:10]=1)[CH3:14]. The yield is 0.730. (3) The reactants are [Si]([O:8][C@@H:9]1[C:17]2[C:12](=[C:13]([C:18]3[S:22][C:21]([C:23]4[CH:24]=[CH:25][C:26]([O:31][CH:32]([CH3:34])[CH3:33])=[C:27]([CH:30]=4)[C:28]#[N:29])=[N:20][CH:19]=3)[CH:14]=[CH:15][CH:16]=2)[CH2:11][CH2:10]1)(C(C)(C)C)(C)C.CCCC[N+](CCCC)(CCCC)CCCC.[F-]. The catalyst is C1COCC1. The product is [OH:8][C@@H:9]1[C:17]2[C:12](=[C:13]([C:18]3[S:22][C:21]([C:23]4[CH:24]=[CH:25][C:26]([O:31][CH:32]([CH3:34])[CH3:33])=[C:27]([CH:30]=4)[C:28]#[N:29])=[N:20][CH:19]=3)[CH:14]=[CH:15][CH:16]=2)[CH2:11][CH2:10]1. The yield is 0.410. (4) The reactants are S(Cl)(Cl)=O.[N+:5]([C:8]1[C:9]([C:13]([OH:15])=[O:14])=[N:10][NH:11][CH:12]=1)([O-:7])=[O:6].[CH3:16][CH2:17]O. No catalyst specified. The product is [CH2:16]([O:14][C:13]([C:9]1[C:8]([N+:5]([O-:7])=[O:6])=[CH:12][NH:11][N:10]=1)=[O:15])[CH3:17]. The yield is 0.960. (5) The reactants are [F:1][C:2]1[CH:7]=[CH:6][C:5]([CH:8]([C:14]2[CH:19]=[CH:18][C:17]([F:20])=[CH:16][CH:15]=2)[S:9][CH2:10][C:11]([OH:13])=O)=[CH:4][CH:3]=1.[CH2:21]([NH2:24])[CH2:22][CH3:23]. No catalyst specified. The product is [F:20][C:17]1[CH:18]=[CH:19][C:14]([CH:8]([C:5]2[CH:4]=[CH:3][C:2]([F:1])=[CH:7][CH:6]=2)[S:9][CH2:10][C:11]([NH:24][CH2:21][CH2:22][CH3:23])=[O:13])=[CH:15][CH:16]=1. The yield is 0.950. (6) The reactants are Br[C:2]1[CH:7]=[CH:6][C:5]([NH:8][C:9]([C:11]2[C:20](=[O:21])[C:19]3[C:14](=[CH:15][CH:16]=[CH:17][CH:18]=3)[NH:13][CH:12]=2)=[O:10])=[C:4]([CH3:22])[CH:3]=1.[C:23]1(B(O)O)[CH2:28][CH2:27][CH2:26][CH2:25][CH:24]=1.C([O-])([O-])=O.[Na+].[Na+].C(#N)C. The catalyst is C(OCC)(=O)C.C1C=CC(P(C2C=CC=CC=2)[C-]2C=CC=C2)=CC=1.C1C=CC(P(C2C=CC=CC=2)[C-]2C=CC=C2)=CC=1.Cl[Pd]Cl.[Fe+2].C(Cl)Cl. The product is [C:23]1([C:2]2[CH:7]=[CH:6][C:5]([NH:8][C:9]([C:11]3[C:20](=[O:21])[C:19]4[C:14](=[CH:15][CH:16]=[CH:17][CH:18]=4)[NH:13][CH:12]=3)=[O:10])=[C:4]([CH3:22])[CH:3]=2)[CH2:28][CH2:27][CH2:26][CH2:25][CH:24]=1. The yield is 0.700. (7) The reactants are Br[C:2]1[CH:3]=[C:4]2[C:9](=[CH:10][CH:11]=1)[N:8]=[CH:7][CH:6]=[N:5]2.[CH:12]([O:14][CH2:15][CH2:16][CH2:17]C)=C.[C:19](=[O:22])([O-:21])[O-].[K+].[K+].[CH:48]1[CH:53]=[CH:52][C:51](P([C:48]2[CH:49]=[CH:50][CH:51]=[CH:52][CH:53]=2)CCCP([C:48]2[CH:53]=[CH:52][CH:51]=[CH:50][CH:49]=2)[C:48]2[CH:53]=[CH:52][CH:51]=[CH:50][CH:49]=2)=[CH:50][CH:49]=1.Cl.[CH3:55][N:56]([CH:58]=[O:59])[CH3:57]. The catalyst is O.CC([O-])=O.CC([O-])=O.[Pd+2]. The product is [C:15]([OH:59])(=[O:14])/[CH:16]=[CH:17]\[C:19]([OH:21])=[O:22].[N:8]1[C:9]2[C:4](=[CH:3][C:2]([CH:12]3[C:48]4[C:53](=[CH:52][CH:51]=[CH:50][CH:49]=4)[CH2:55][N:56]([CH3:57])[CH2:58]3)=[CH:11][CH:10]=2)[N:5]=[CH:6][CH:7]=1. The yield is 0.370.